Task: Predict the reactants needed to synthesize the given product.. Dataset: Full USPTO retrosynthesis dataset with 1.9M reactions from patents (1976-2016) (1) Given the product [NH:18]1[CH:19]=[N:20][C:16]([C:12]2[CH:11]=[C:10]3[C:15](=[CH:14][CH:13]=2)[NH:7][N:8]=[C:9]3[C:40]2[CH:41]=[C:42]([NH:46][C:47](=[O:51])[CH2:48][CH2:49][CH3:50])[CH:43]=[CH:44][CH:45]=2)=[N:17]1, predict the reactants needed to synthesize it. The reactants are: O1CCCCC1[N:7]1[C:15]2[C:10](=[CH:11][C:12]([C:16]3[N:20]=[CH:19][N:18](C(C4C=CC=CC=4)(C4C=CC=CC=4)C4C=CC=CC=4)[N:17]=3)=[CH:13][CH:14]=2)[C:9]([C:40]2[CH:41]=[C:42]([NH:46][C:47](=[O:51])[CH2:48][CH2:49][CH3:50])[CH:43]=[CH:44][CH:45]=2)=[N:8]1.[NH:18]1[CH:19]=[N:20][C:16]([C:12]2[CH:11]=[C:10]3[C:15](=[CH:14][CH:13]=2)[NH:7][N:8]=[C:9]3[C:40]2[CH:41]=[C:42]([NH:46][C:47](=[O:51])[CH2:48][CH2:49][CH3:50])[CH:43]=[CH:44][CH:45]=2)=[N:17]1. (2) Given the product [N+:7]1([O-:5])[CH:12]=[CH:11][C:10]([C:13]([O:15][CH2:16][CH3:17])=[O:14])=[C:9]([C:18]([O:20][CH2:21][CH3:22])=[O:19])[CH:8]=1, predict the reactants needed to synthesize it. The reactants are: OO.NC(N)=[O:5].[N:7]1[CH:12]=[CH:11][C:10]([C:13]([O:15][CH2:16][CH3:17])=[O:14])=[C:9]([C:18]([O:20][CH2:21][CH3:22])=[O:19])[CH:8]=1.FC(F)(F)C(OC(=O)C(F)(F)F)=O. (3) Given the product [CH3:1][O:2][C:3]1[CH:4]=[C:5]2[C:10](=[CH:11][C:12]=1[O:13][CH3:14])[N:9]=[CH:8][N:7]=[C:6]2[NH:15][C:16]1[C:17](=[O:18])[CH:19]2[C:20]([CH3:24])([O:27]2)[C:21](=[O:23])[CH:22]=1, predict the reactants needed to synthesize it. The reactants are: [CH3:1][O:2][C:3]1[CH:4]=[C:5]2[C:10](=[CH:11][C:12]=1[O:13][CH3:14])[N:9]=[CH:8][N:7]=[C:6]2[NH:15][C:16]1[C:17]([CH:19]=[C:20]([CH3:24])[C:21](=[O:23])[CH:22]=1)=[O:18].O.C(=O)(O)[O-:27].[Na+].OO. (4) Given the product [O:20]=[C:12]1[C:11]([C:21]#[N:22])=[C:10]([N:26]2[CH2:27][CH2:28][N:23]([C:29]([C:31]3[S:32][CH:33]=[CH:34][CH:35]=3)=[O:30])[CH2:24][CH2:25]2)[C:19]2[C:14](=[N:15][CH:16]=[CH:17][CH:18]=2)[NH:13]1, predict the reactants needed to synthesize it. The reactants are: N12CCN(CC1)CC2.Cl[C:10]1[C:19]2[C:14](=[N:15][CH:16]=[CH:17][CH:18]=2)[NH:13][C:12](=[O:20])[C:11]=1[C:21]#[N:22].[N:23]1([C:29]([C:31]2[S:32][CH:33]=[CH:34][CH:35]=2)=[O:30])[CH2:28][CH2:27][NH:26][CH2:25][CH2:24]1.